The task is: Regression. Given two drug SMILES strings and cell line genomic features, predict the synergy score measuring deviation from expected non-interaction effect.. This data is from NCI-60 drug combinations with 297,098 pairs across 59 cell lines. Drug 1: C1=C(C(=O)NC(=O)N1)F. Drug 2: CC1CCC2CC(C(=CC=CC=CC(CC(C(=O)C(C(C(=CC(C(=O)CC(OC(=O)C3CCCCN3C(=O)C(=O)C1(O2)O)C(C)CC4CCC(C(C4)OC)O)C)C)O)OC)C)C)C)OC. Cell line: A498. Synergy scores: CSS=48.5, Synergy_ZIP=-12.6, Synergy_Bliss=-15.5, Synergy_Loewe=-5.15, Synergy_HSA=-4.64.